This data is from Full USPTO retrosynthesis dataset with 1.9M reactions from patents (1976-2016). The task is: Predict the reactants needed to synthesize the given product. (1) Given the product [CH3:28][C:27]1[C:19]([CH:10]([NH:11][CH3:12])[C:8]2[NH:7][C:6]3[CH:48]=[CH:49][C:3]([C:1]#[N:2])=[CH:4][C:5]=3[N:9]=2)=[C:20]2[C:24](=[C:25]([CH3:29])[CH:26]=1)[NH:23][CH:22]=[CH:21]2, predict the reactants needed to synthesize it. The reactants are: [C:1]([C:3]1[CH:49]=[CH:48][C:6]2[N:7](COCC[Si](C)(C)C)[C:8]([CH:10]([C:19]3[C:27]([CH3:28])=[CH:26][C:25]([CH3:29])=[C:24]4[C:20]=3[CH:21]=[CH:22][N:23]4S(C3C=CC(C)=CC=3)(=O)=O)[N:11](C)[C:12](=O)C(F)(F)F)=[N:9][C:5]=2[CH:4]=1)#[N:2].C(C1C=CC2N=C(C(C3C(C)=CC(C)=C4C=3C=CN4S(C3C=CC(C)=CC=3)(=O)=O)N(C)C(=O)C(F)(F)F)N(COCC[Si](C)(C)C)C=2C=1)#N. (2) Given the product [CH3:1][O:2][C:3]1[CH:4]=[C:5]([C:11]2[C:12]([CH3:18])([CH3:17])[C:13](=[O:15])[N:28]([CH:25]3[CH2:26][CH2:27][NH:22][CH2:23][CH2:24]3)[N:29]=2)[CH:6]=[CH:7][C:8]=1[O:9][CH3:10], predict the reactants needed to synthesize it. The reactants are: [CH3:1][O:2][C:3]1[CH:4]=[C:5]([C:11](=O)[C:12]([CH3:18])([CH3:17])[C:13]([O:15]C)=O)[CH:6]=[CH:7][C:8]=1[O:9][CH3:10].Cl.Cl.[NH:22]1[CH2:27][CH2:26][CH:25]([NH:28][NH2:29])[CH2:24][CH2:23]1. (3) Given the product [F:9][B-:10]([F:13])([F:12])[F:11].[Br:1][C:2]1[CH:3]=[C:4]([N+:5]#[N:15])[CH:6]=[CH:7][CH:8]=1, predict the reactants needed to synthesize it. The reactants are: [Br:1][C:2]1[CH:3]=[C:4]([CH:6]=[CH:7][CH:8]=1)[NH2:5].[F:9][B-:10]([F:13])([F:12])[F:11].[Li+].[N:15]([O-])=O.[Na+]. (4) Given the product [C:21]([O:25][C:26]([N:28]1[CH:29]2[CH2:35][CH2:34][CH:33]1[CH2:32][N:31]([C:36]([C:38]1[C:39]([CH3:45])=[N:40][C:41]([NH:44][C:10]3[N:11]=[CH:12][C:7]4[CH:6]=[C:5]([C:3](=[O:4])[N:2]([CH3:20])[CH3:1])[N:14]([CH:15]5[CH2:19][CH2:18][CH2:17][CH2:16]5)[C:8]=4[N:9]=3)=[CH:42][CH:43]=1)=[O:37])[CH2:30]2)=[O:27])([CH3:24])([CH3:23])[CH3:22], predict the reactants needed to synthesize it. The reactants are: [CH3:1][N:2]([CH3:20])[C:3]([C:5]1[N:14]([CH:15]2[CH2:19][CH2:18][CH2:17][CH2:16]2)[C:8]2[N:9]=[C:10](Cl)[N:11]=[CH:12][C:7]=2[CH:6]=1)=[O:4].[C:21]([O:25][C:26]([N:28]1[CH:33]2[CH2:34][CH2:35][CH:29]1[CH2:30][N:31]([C:36]([C:38]1[C:39]([CH3:45])=[N:40][C:41]([NH2:44])=[CH:42][CH:43]=1)=[O:37])[CH2:32]2)=[O:27])([CH3:24])([CH3:23])[CH3:22]. (5) Given the product [Br:24][C:25]1[CH:26]=[CH:27][C:28]([Cl:34])=[C:29]([CH:33]=1)[C:30]([NH:7][C:8]1[N:12]([C:13]2[CH:18]=[CH:17][CH:16]=[CH:15][CH:14]=2)[N:11]=[C:10]([C:19]([O:21][CH2:22][CH3:23])=[O:20])[CH:9]=1)=[O:31], predict the reactants needed to synthesize it. The reactants are: N1C=CC=CC=1.[NH2:7][C:8]1[N:12]([C:13]2[CH:18]=[CH:17][CH:16]=[CH:15][CH:14]=2)[N:11]=[C:10]([C:19]([O:21][CH2:22][CH3:23])=[O:20])[CH:9]=1.[Br:24][C:25]1[CH:26]=[CH:27][C:28]([Cl:34])=[C:29]([CH:33]=1)[C:30](O)=[O:31].CCCP(=O)=O. (6) Given the product [N+:29]([C:12]1[C:11]2[C:15](=[CH:16][CH:17]=[C:9]([C:7]([N:4]3[CH2:5][CH2:6][C@@H:2]([NH:1][C:32](=[O:33])[CH3:34])[CH2:3]3)=[O:8])[CH:10]=2)[NH:14][C:13]=1[C:18]1[C:19](=[O:28])[NH:20][C:21]2[C:26](=[CH:25][CH:24]=[CH:23][CH:22]=2)[N:27]=1)([O-:31])=[O:30], predict the reactants needed to synthesize it. The reactants are: [NH2:1][C@@H:2]1[CH2:6][CH2:5][N:4]([C:7]([C:9]2[CH:10]=[C:11]3[C:15](=[CH:16][CH:17]=2)[NH:14][C:13]([C:18]2[C:19](=[O:28])[NH:20][C:21]4[C:26]([N:27]=2)=[CH:25][CH:24]=[CH:23][CH:22]=4)=[C:12]3[N+:29]([O-:31])=[O:30])=[O:8])[CH2:3]1.[C:32](Cl)([CH3:34])=[O:33].